From a dataset of Full USPTO retrosynthesis dataset with 1.9M reactions from patents (1976-2016). Predict the reactants needed to synthesize the given product. (1) Given the product [NH2:1][C:2]1[C:3]2[C:10]([CH3:11])=[CH:9][N:8]([C@@H:12]3[O:16][C@@:15]([CH2:19][OH:20])([CH:17]=[O:18])[C@@H:14]([O:21][Si:22]([C:25]([CH3:28])([CH3:27])[CH3:26])([CH3:24])[CH3:23])[CH2:13]3)[C:4]=2[N:5]=[CH:6][N:7]=1, predict the reactants needed to synthesize it. The reactants are: [NH2:1][C:2]1[C:3]2[C:10]([CH3:11])=[CH:9][N:8]([C@@H:12]3[O:16][C:15]([CH2:19][OH:20])([CH2:17][OH:18])[C@@H:14]([O:21][Si:22]([C:25]([CH3:28])([CH3:27])[CH3:26])([CH3:24])[CH3:23])[CH2:13]3)[C:4]=2[N:5]=[CH:6][N:7]=1.I(C1C=CC=CC=1C(O)=O)(=O)=O. (2) Given the product [ClH:38].[Br:1][C:2]1[CH:3]=[C:4]([CH:26]=[CH:27][C:28]=1[OH:29])[CH2:5][C@H:6]1[C@H:11]([OH:12])[C@@H:10]([NH:13][CH2:14][C:15]2[CH:20]=[CH:19][CH:18]=[C:17]([CH:21]([CH3:23])[CH3:22])[CH:16]=2)[CH2:9][S:8](=[O:24])(=[O:25])[CH2:7]1, predict the reactants needed to synthesize it. The reactants are: [Br:1][C:2]1[CH:3]=[C:4]([CH:26]=[CH:27][C:28]=1[O:29]C)[CH2:5][C@H:6]1[C@H:11]([OH:12])[C@@H:10]([NH:13][CH2:14][C:15]2[CH:20]=[CH:19][CH:18]=[C:17]([CH:21]([CH3:23])[CH3:22])[CH:16]=2)[CH2:9][S:8](=[O:25])(=[O:24])[CH2:7]1.B(Br)(Br)Br.CO.C(Cl)[Cl:38].CO. (3) Given the product [C:42]([O:46][C:47]([NH:49][CH2:50][CH2:51][CH2:52][O:38][C:32]1[CH:31]=[C:30]2[C:35]([C:26]([NH:25][C:24]3[CH:39]=[CH:40][C:21]([Cl:20])=[CH:22][C:23]=3[F:41])=[N:27][CH:28]=[N:29]2)=[CH:34][C:33]=1[O:36][CH3:37])=[O:48])([CH3:45])([CH3:44])[CH3:43], predict the reactants needed to synthesize it. The reactants are: C1(P(C2C=CC=CC=2)C2C=CC=CC=2)C=CC=CC=1.[Cl:20][C:21]1[CH:40]=[CH:39][C:24]([NH:25][C:26]2[C:35]3[C:30](=[CH:31][C:32]([OH:38])=[C:33]([O:36][CH3:37])[CH:34]=3)[N:29]=[CH:28][N:27]=2)=[C:23]([F:41])[CH:22]=1.[C:42]([O:46][C:47]([NH:49][CH2:50][CH2:51][CH2:52]O)=[O:48])([CH3:45])([CH3:44])[CH3:43].N(C(OCC)=O)=NC(OCC)=O. (4) Given the product [Si:1]([O:8][CH:9]([C:44]1[CH:45]=[CH:46][C:47]([F:50])=[CH:48][CH:49]=1)[CH2:10][CH2:11][CH:12]1[C:30](=[O:31])[N:14]([C:15]2[CH:16]=[CH:17][C:18]([F:21])=[CH:19][CH:20]=2)[CH:13]1[C:22]1[CH:23]=[C:24]([CH:27]=[CH:28][CH:29]=1)[C:25]#[N:26])([C:4]([CH3:5])([CH3:6])[CH3:7])([CH3:3])[CH3:2], predict the reactants needed to synthesize it. The reactants are: [Si:1]([O:8][CH:9]([C:44]1[CH:49]=[CH:48][C:47]([F:50])=[CH:46][CH:45]=1)[CH2:10][CH2:11][CH:12]([C:30](N1C(C2C=CC=CC=2)COC1=O)=[O:31])[CH:13]([C:22]1[CH:23]=[C:24]([CH:27]=[CH:28][CH:29]=1)[C:25]#[N:26])[NH:14][C:15]1[CH:20]=[CH:19][C:18]([F:21])=[CH:17][CH:16]=1)([C:4]([CH3:7])([CH3:6])[CH3:5])([CH3:3])[CH3:2].C[Si](C([Si](C)(C)C)C(N)=O)(C)C.[F-].C([N+](CCCC)(CCCC)CCCC)CCC.COC(C)(C)C. (5) Given the product [O:34]=[C:33]1[NH:23][C:4]2[CH:3]=[CH:2][CH:21]=[C:6]([CH2:7][CH:8]3[CH2:13][CH2:12][N:11]([C:14]([O:16][C:17]([CH3:20])([CH3:19])[CH3:18])=[O:15])[CH2:10][CH2:9]3)[C:5]=2[O:22][CH2:32]1, predict the reactants needed to synthesize it. The reactants are: Br[C:2]1[CH:3]=[C:4]([N+:23]([O-])=O)[C:5]([OH:22])=[C:6]([CH:21]=1)[CH:7]=[C:8]1[CH2:13][CH2:12][N:11]([C:14]([O:16][C:17]([CH3:20])([CH3:19])[CH3:18])=[O:15])[CH2:10][CH2:9]1.C(=O)([O-])O.[Na+].Cl[CH2:32][C:33](Cl)=[O:34]. (6) Given the product [NH2:15][C:10]1[O:11][CH2:12][C@H:13]([F:14])[C@:8]([C:6]2[CH:7]=[C:2]([NH:1][C:27]([C:20]3[C:19]([Cl:18])=[CH:24][C:23]([C:25]#[N:26])=[CH:22][N:21]=3)=[O:28])[CH:3]=[CH:4][C:5]=2[F:17])([CH3:16])[N:9]=1, predict the reactants needed to synthesize it. The reactants are: [NH2:1][C:2]1[CH:3]=[CH:4][C:5]([F:17])=[C:6]([C@:8]2([CH3:16])[C@@H:13]([F:14])[CH2:12][O:11][C:10]([NH2:15])=[N:9]2)[CH:7]=1.[Cl:18][C:19]1[C:20]([C:27](O)=[O:28])=[N:21][CH:22]=[C:23]([C:25]#[N:26])[CH:24]=1. (7) Given the product [F:1][C:2]1[CH:3]=[CH:4][CH:5]=[C:6]2[C:10]=1[N:9]([C@H:11]1[C:15]3[CH:16]=[CH:17][CH:18]=[CH:19][C:14]=3[O:13][C@@H:12]1[CH2:20][N:25]([CH3:24])[S:26]([C:29]1[CH:34]=[CH:33][CH:32]=[CH:31][C:30]=1[N+:35]([O-:37])=[O:36])(=[O:27])=[O:28])[CH2:8][C:7]2([CH3:23])[CH3:22], predict the reactants needed to synthesize it. The reactants are: [F:1][C:2]1[CH:3]=[CH:4][CH:5]=[C:6]2[C:10]=1[N:9]([C@H:11]1[C:15]3[CH:16]=[CH:17][CH:18]=[CH:19][C:14]=3[O:13][C@H:12]1[CH2:20]O)[CH2:8][C:7]2([CH3:23])[CH3:22].[CH3:24][NH:25][S:26]([C:29]1[CH:34]=[CH:33][CH:32]=[CH:31][C:30]=1[N+:35]([O-:37])=[O:36])(=[O:28])=[O:27].C1(P(C2C=CC=CC=2)C2C=CC=CC=2)C=CC=CC=1.CC(OC(/N=N/C(OC(C)C)=O)=O)C.[Cl-].[NH4+].